This data is from Forward reaction prediction with 1.9M reactions from USPTO patents (1976-2016). The task is: Predict the product of the given reaction. Given the reactants [C:1]([O:5][C:6]([N:8]1[CH2:13][CH2:12][CH:11]([C:14]2[N:18]([C:19]3[CH:24]=[CH:23][C:22]([O:25][C:26]4[CH:31]=[CH:30][CH:29]=[CH:28][CH:27]=4)=[CH:21][CH:20]=3)[N:17]=[C:16]([C:32]([O:34]CC)=[O:33])[CH:15]=2)[CH2:10][CH2:9]1)=[O:7])([CH3:4])([CH3:3])[CH3:2].[Li+].[OH-], predict the reaction product. The product is: [C:1]([O:5][C:6]([N:8]1[CH2:13][CH2:12][CH:11]([C:14]2[N:18]([C:19]3[CH:20]=[CH:21][C:22]([O:25][C:26]4[CH:27]=[CH:28][CH:29]=[CH:30][CH:31]=4)=[CH:23][CH:24]=3)[N:17]=[C:16]([C:32]([OH:34])=[O:33])[CH:15]=2)[CH2:10][CH2:9]1)=[O:7])([CH3:4])([CH3:2])[CH3:3].